Dataset: Catalyst prediction with 721,799 reactions and 888 catalyst types from USPTO. Task: Predict which catalyst facilitates the given reaction. (1) Reactant: [CH2:1]([N:8]1[CH2:13][CH:12]([C:14](OC)=[O:15])[CH2:11][CH:10]([C:18](OC)=[O:19])[CH2:9]1)[C:2]1[CH:7]=[CH:6][CH:5]=[CH:4][CH:3]=1.[H-].[Al+3].[Li+].[H-].[H-].[H-].CO.[OH-].[Na+]. Product: [CH2:1]([N:8]1[CH2:13][CH:12]([CH2:14][OH:15])[CH2:11][CH:10]([CH2:18][OH:19])[CH2:9]1)[C:2]1[CH:3]=[CH:4][CH:5]=[CH:6][CH:7]=1. The catalyst class is: 1. (2) Reactant: [C:1]([C:5]1[CH:6]=[C:7]2[C:12](=[C:13]([F:15])[CH:14]=1)[C:11](=[O:16])[N:10]([C:17]1[CH:24]=[C:23]([F:25])[CH:22]=[C:21]([C:26]3[CH:31]=[C:30]([NH:32][C:33]4[CH:38]=[CH:37][C:36]([N:39]5[CH2:44][CH2:43][N:42]([CH:45]6[CH2:48][O:47][CH2:46]6)[CH2:41][C@@H:40]5[CH2:49][CH3:50])=[CH:35][N:34]=4)[C:29](=[O:51])[N:28]([CH3:52])[CH:27]=3)[C:18]=1[CH:19]=[O:20])[N:9]=[CH:8]2)([CH3:4])([CH3:3])[CH3:2].[BH4-].[Na+]. Product: [C:1]([C:5]1[CH:6]=[C:7]2[C:12](=[C:13]([F:15])[CH:14]=1)[C:11](=[O:16])[N:10]([C:17]1[CH:24]=[C:23]([F:25])[CH:22]=[C:21]([C:26]3[CH:31]=[C:30]([NH:32][C:33]4[CH:38]=[CH:37][C:36]([N:39]5[CH2:44][CH2:43][N:42]([CH:45]6[CH2:46][O:47][CH2:48]6)[CH2:41][C@@H:40]5[CH2:49][CH3:50])=[CH:35][N:34]=4)[C:29](=[O:51])[N:28]([CH3:52])[CH:27]=3)[C:18]=1[CH2:19][OH:20])[N:9]=[CH:8]2)([CH3:2])([CH3:3])[CH3:4]. The catalyst class is: 5. (3) Reactant: [C:1]1([N:7]2[CH2:12][CH2:11][NH:10][CH2:9][CH2:8]2)[CH:6]=[CH:5][CH:4]=[CH:3][CH:2]=1.Cl[CH2:14][C:15]([O:17][CH2:18][CH3:19])=[O:16].C([O-])(O)=O.[Na+]. Product: [C:1]1([N:7]2[CH2:12][CH2:11][N:10]([CH2:14][C:15]([O:17][CH2:18][CH3:19])=[O:16])[CH2:9][CH2:8]2)[CH:6]=[CH:5][CH:4]=[CH:3][CH:2]=1. The catalyst class is: 21. (4) Reactant: Cl.[NH:2]1[C:6]([C:7](=[O:9])[CH3:8])=[CH:5][CH:4]=[N:3]1.[CH3:10][C:11]1[CH:16]=[CH:15][C:14]([S:17](Cl)(=[O:19])=[O:18])=[CH:13][CH:12]=1. Product: [CH3:10][C:11]1[CH:16]=[CH:15][C:14]([S:17]([N:3]2[CH:4]=[CH:5][C:6]([C:7](=[O:9])[CH3:8])=[N:2]2)(=[O:19])=[O:18])=[CH:13][CH:12]=1. The catalyst class is: 17. (5) Reactant: [Cl:1][C:2]1[CH:7]=[C:6]([Cl:8])[N:5]=[C:4]([NH2:9])[C:3]=1[NH2:10].[CH2:11]([O:18][C:19]1[CH:26]=[CH:25][C:22]([CH:23]=O)=[CH:21][CH:20]=1)[C:12]1[CH:17]=[CH:16][CH:15]=[CH:14][CH:13]=1.C(OI(C1C=CC=CC=1)OC(=O)C)(=O)C. Product: [CH2:11]([O:18][C:19]1[CH:20]=[CH:21][C:22]([C:23]2[NH:10][C:3]3[C:4]([N:9]=2)=[N:5][C:6]([Cl:8])=[CH:7][C:2]=3[Cl:1])=[CH:25][CH:26]=1)[C:12]1[CH:13]=[CH:14][CH:15]=[CH:16][CH:17]=1. The catalyst class is: 5.